This data is from Human Reference Interactome with 51,813 positive PPI pairs across 8,248 proteins, plus equal number of experimentally-validated negative pairs. The task is: Binary Classification. Given two protein amino acid sequences, predict whether they physically interact or not. (1) Protein 1 (ENSG00000065911) has sequence MAATSLMSALAARLLQPAHSCSLRLRPFHLAAVRNEAVVISGRKLAQQIKQEVRQEVEEWVASGNKRPHLSVILVGENPASHSYVLNKTRAAAVVGDATVTISHRYTPKEQLKKHTILADIVISAAGIPNLITADMIKEGAAVIDVGINRVHDPVTAKPKLVGDVDFEGVRQKAGYITPVPGGVGPMTVAMLMKNTIIAAKKVLRLEEREVLKSKELGVATN*MAATSLMSALAARLLQPAHSCSLRLRPFHLAAVRNEAVVISGRKLAQQIKQEVRQEVEEWVASGNKRPHLSVILVGE.... Protein 2 (ENSG00000163596) has sequence MDSFGQPRPEDNQSVVRRMQKKYWKTKQVFIKATGKKEDEHLVASDAELDAKLEVFHSVQETCTELLKIIEKYQLRLNVISEEENELGLFLKFQAERDATQAGKMMDATGKALCSSAKQRLALCTPLSRLKQEVATFSQRAVSDTLMTINRMEQARTEYRGALLWMKDVSQELDPDTLKQMEKFRKVQMQVRNSKASFDKLKMDVCQKVDLLGASRCNMLSHSLTTYQRTLLGFWKKTARMMSQIHEACIGFHPYDFVALKQLQDTPSKISEDNKDEQIGGFLTEQLNKLVLSDEEASFE.... Result: 0 (the proteins do not interact). (2) Protein 1 (ENSG00000110244) has sequence MFLKAVVLTLALVAVAGARAEVSADQVATVMWDYFSQLSNNAKEAVEHLQKSELTQQLNALFQDKLGEVNTYAGDLQKKLVPFATELHERLAKDSEKLKEEIGKELEELRARLLPHANEVSQKIGDNLRELQQRLEPYADQLRTQVSTQAEQLRRQLTPYAQRMERVLRENADSLQASLRPHADELKAKIDQNVEELKGRLTPYADEFKVKIDQTVEELRRSLAPYAQDTQEKLNHQLEGLTFQMKKNAEELKARISASAEELRQRLAPLAEDVRGNLRGNTEGLQKSLAELGGHLDQQV.... Protein 2 (ENSG00000163041) has sequence MARTKQTARKSTGGKAPRKQLATKAARKSAPSTGGVKKPHRYRPGTVALREIRRYQKSTELLIRKLPFQRLVREIAQDFKTDLRFQSAAIGALQVKWWVGRLRVCIPVVYQEQFQIVACAYII*MARTKQTARKSTGGKAPRKQLATKAARKSAPSTGGVKKPHRYRPGTVALREIRRYQKSTELLIRKLPFQRLVREIAQDFKTDLRFQSAAIGALQEASEAYLVGLFEDTNLCAIHAKRVTIMPKDIQLARRIRGERA*MARTKQTARKSTGGKAPRKQLATKAARKSAPSTGGVKKP.... Result: 0 (the proteins do not interact). (3) Protein 1 (ENSG00000116251) has sequence MAPVKKLVVKGGKKKKQVLKFTLDCTHPVEDGIMDAANFEQFLQERIKVNGKAGNLGGGVVTIERSKSKITVTSEVPFSKRYLKYLTKKYLKKNNLRDWLRVVANSKESYELRYFQINQDEEEEEDED*MDAANFEQFLQERIKVNGKAGNLGGGVVTIERSKSKITVTSEVPFSKRYLKYLTKKYLKKNNLRDWLRVVANSKESYELMDAANFEQFLQERIKVNGKAGNLGGGVVTIERSKSKITVTSEVPFSKMDAANFEQFLQERIKVNGKAGNLGGGVVTIERSKSKITVTSEVPF.... Protein 2 (ENSG00000089335) has sequence MSQVTFSDVAIDFSHEEWACLDSAQRDLYKDVMVQNYENLVSVGLSVTKPYVIMLLEDGKEPWMMEKKLSKDWESRWENKELSTKKDIYDEDSPQPVTMEKVVKQSYEFSNSNKNLEYTECDTFRSTFHSKSTLSEPQNNSAEGNSHKYDILKKNLSKKSVIKSERINGGKKLLNSNKSGAAFNQSKSLTLPQTCNREKIYTCSECGKAFGKQSILSRHWRIHTGEKPYECRECGKTFSHGSSLTRHQISHSGEKPYKCIECGKAFSHGSSLTNHQSTHTGEKPYECMNCGKSFSRVSLL.... Result: 0 (the proteins do not interact). (4) Protein 1 (ENSG00000010318) has sequence MKTVKEKKECQRLRKSAKTRRVTQRKPSSGPVCWLCLREPGDPEKLGEFLQKDNISVHYFCLILSSKLPQRGQSNRGFHGFLPEDIKKEAARASRKICFVCKKKGAAINCQKDQCLRNFHLPCGQERGCLSQFFGEYKSFCDKHRPTQNIQHGHVGEESCILCCEDLSQQSVENIQSPCCSQAIYHRKCIQKYAHTSAKHFFKCPQCNNRKEFPQEMLRMGIHIPDRDAAWELEPGAFSDLYQRYQHCDAPICLYEQGRDSFEDEGRWCLILCATCGSHGTHRDCSSLRSNSKKWECEEC.... Protein 2 (ENSG00000123144) has sequence MAARGRRAEPQGREAPGPAGGGGGGSRWAESGSGTSPESGDEEVSGAGSSPVSGGVNLFANDGSFLELFKRKMEEEQRQRQEEPPPGPQRPDQSAAAAGPGDPKRKGGPGSTLSFVGKRRGGNKLALKTGIVAKKQKTEDEVLTSKGDAWAKYMAEVKKYKAHQCGDDDKTRPLVK*MAARGRRAEPQGREAPGPAGGGGGGSRWAESGSGTSPESGDEEVSGAGSSPVSGGVNLFANDGSFLELFKRKMEEEQRQRQEEPPPGPQRPDQSAAAAGPGDPKRKGGPGSTLSFVGRLAELG.... Result: 0 (the proteins do not interact). (5) Protein 1 (ENSG00000174695) has sequence MSAIFNFQSLLTVILLLICTCAYIRSLAPSLLDRNKTGLLGIFWKCARIGERKSPYVAVCCIVMAFSILFIQ*. Protein 2 (ENSG00000159348) has sequence MGIQTSPVLLASLGVGLVTLLGLAVGSYLVRRSRRPQVTLLDPNEKYLLRLLDKTTVSHNTKRFRFALPTAHHTLGLPVGKHIYLSTRIDGSLVIRPYTPVTSDEDQGYVDLVIKVYLKGVHPKFPEGGKMSQYLDSLKVGDVVEFRGPSGLLTYTGKGHFNIQPNKKSPPEPRVAKKLGMIAGGTGITPMLQLIRAILKVPEDPTQCFLLFANQTEKDIILREDLEELQARYPNRFKLWFTLDHPPKDWAYSKGFVTADMIREHLPAPGDDVLVLLCGPPPMVQLACHPNLDKLGYSQK.... Result: 0 (the proteins do not interact). (6) Protein 1 (ENSG00000152700) has sequence MSFIFDWIYSGFSSVLQFLGLYKKTGKLVFLGLDNAGKTTLLHMLKDDRLGQHVPTLHPTSEELTIAGMTFTTFDLGGHVQARRVWKNYLPAINGIVFLVDCADHERLLESKEELDSLMTDETIANVPILILGNKIDRPEAISEERLREMFGLYGQTTGKGSISLKELNARPLEVFMCSVLKRQGYGEGFRWMAQYID*MTFTTFDLGGHVQARRVWKNYLPAINGIVFLVDCADHERLLESKEELDSLMTDETIANVPILILGNKIDRPEAISEERLREMFGLYGQTTGKGSISLKELN.... Protein 2 (ENSG00000219545) has sequence MFHFFRKPPESKKPSVPETEADGFVLLEASQRLSSDVLLKVLTLGQTLWVGFVAPRLTLYPWQEIQQMSKE*MFHFFRKPPESKKPSVPETEADGFVLLGDTTDEQRMTARGKTSDIEANQPLEYAFSSEHTRKKRRMAPVRESDPCI*MFHFFRKPPESKKPSVPETEADGFVLLGDTTDEQRMTARGKTSDIEANQPLELASREDFSSFRQTTFPRIHGTDYRSK*MFHFFRKPPESKKPSVPETEADGFVLLGDTTDEQRMTARGKTSDIEANQPLETNKENSSSVTVSDPEMENKA.... Result: 0 (the proteins do not interact). (7) Protein 1 (ENSG00000119801) has sequence MGRIFLDHIGGTRLFSCANCDTILTNRSELISTRFTGATGRAFLFNKVVNLQYSEVQDRVMLTGRHMVRDVSCKNCNSKLGWIYEFATEDSQRYKEGRVILERALVRESEGFEEHVPSDNS*. Protein 2 (ENSG00000206562) has sequence MASLQRKGLQARILTSEEEEKLKRDQTLVSDFKQQKLEQEAQKNWDLFYKRNSTNFFKDRHWTTREFEELRSCREFEDQKLTMLEAGCGVGNCLFPLLEEDPNIFAYACDFSPRAIEYVKQNPLYDTERCKVFQCDLTKDDLLDHVPPESVDVVMLIFVLSAVHPDKMHLVLQNIYKVLKPGKSVLFRDYGLYDHAMLRFKASSKLGENFYVRQDGTRSYFFTDDFLAQLFMDTGYEEVVNEYVFRETVNKKEGLCVPRVFLQSKFLKPPKNPSPVVLGLDPKS*MASLQRKGLQARILT.... Result: 0 (the proteins do not interact). (8) Protein 1 (ENSG00000184659) has sequence MNLPRAERPRSTPQRSLRDSDGEDGKIDVLGEEEDEDEVEDEEEEARQQFLEQSLQPGLQVARWGGVALPREHIEGGGGPSDPSEFGTKFRAPPRSAAASEDARQPAKPPYSYIALITMAILQNPHKRLTLSGICAFISGRFPYYRRKFPAWQNSIRHNLSLNDCFVKIPREPGHPGKGNYWSLDPASQDMFDNGSFLRRRKRFKRHQLTPGAHLPHPFPLPAAHAALHNPHPGPLLGAPAPPQPVPGAYPNTAPGRRPYALLHPHPLRYLLLSARVYAGAPKKAEGADLATPAPFPCCS.... Protein 2 (ENSG00000110435) has sequence MAASWRLGCDPRLLRYLVGFPGRRSVGLVKGALGWSVSRGANWRWFHSTQWLRGDPIKILMPSLSPTMEEGNIVKWLKKEGEAVSAGDALCEIETDKAVVTLDASDDGILAKIVVEEGSKNIRLGSLIGLIVEEGEDWKHVEIPKDVGPPPPVSKPSEPRPSPEPQISIPVKKEHIPGTLRFRLSPAARNILEKHSLDASQGTATGPRGIFTKEDALKLVQLKQTGKITESRPTPAPTATPTAPSPLQATAGPSYPRPVIPPVSTPGQPNAVGTFTEIPASNIRRVIAKRLTESKSTVPH.... Result: 0 (the proteins do not interact). (9) Protein 1 (ENSG00000148229) has sequence MAERPEDLNLPNAVITRIIKEALPDGVNISKEARSAISRAASVFVLYATSCANNFAMKGKRKTLNASDVLSAMEEMEFQRFVTPLKEALEAYRREQKGKKEASEQKKKDKDKKTDSEEQDKSRDEDNDEDEERLEEEEQNEEEEVDN*. Protein 2 (ENSG00000186184) has sequence MEEDQELERKISGLKTSMAEGERKTALEMVQAAGTDRHCVTFVLHEEDHTLGNSLRYMIMKNPEVEFCGYTTTHPSESKINLRIQTRGTLPAVEPFQRGLNELMNVCQHVLDKFEASIKDYKDQKASRNESTF*MAEGERKTALEMVQAAGTDRHCVTFVLHEEDHTLGNSLRYMIMKNPEVEFCGYTTTHPSESKINLRIQTRGTLPAVEPFQRGLNELMNVCQHVLDKFEASIKDYKDQKASRNESTF*MEEDQELERKAIEELLKEAKRGKTRAETMGPMGWMKCPLASTNKRFLIN.... Result: 0 (the proteins do not interact).